From a dataset of Catalyst prediction with 721,799 reactions and 888 catalyst types from USPTO. Predict which catalyst facilitates the given reaction. (1) Reactant: IC.[C:3]([O:7][C:8]([N:10]1[CH2:15][CH2:14][O:13][CH2:12][CH:11]1[C:16]([OH:18])=[O:17])=[O:9])([CH3:6])([CH3:5])[CH3:4].[C:19](=O)([O-])[O-].[K+].[K+]. Product: [CH3:19][O:17][C:16]([CH:11]1[CH2:12][O:13][CH2:14][CH2:15][N:10]1[C:8]([O:7][C:3]([CH3:6])([CH3:4])[CH3:5])=[O:9])=[O:18]. The catalyst class is: 369. (2) Reactant: [C:1]([Cu])#N.[Li]C.CCOCC.FC(F)(F)S(O[C:17]1[C:24]2([CH2:25][C:26]3[CH:31]=[CH:30][C:29]([C:32]#[N:33])=[CH:28][CH:27]=3)[N:20]([CH2:21][CH2:22][CH2:23]2)[C:19](=[O:34])[C:18]=1[C:35]1[CH:40]=[C:39]([Cl:41])[CH:38]=[C:37]([Cl:42])[CH:36]=1)(=O)=O.[NH4+].[OH-]. Product: [Cl:42][C:37]1[CH:36]=[C:35]([C:18]2[C:19](=[O:34])[N:20]3[C:24]([CH2:25][C:26]4[CH:31]=[CH:30][C:29]([C:32]#[N:33])=[CH:28][CH:27]=4)([C:17]=2[CH3:1])[CH2:23][CH2:22][CH2:21]3)[CH:40]=[C:39]([Cl:41])[CH:38]=1. The catalyst class is: 1.